This data is from Catalyst prediction with 721,799 reactions and 888 catalyst types from USPTO. The task is: Predict which catalyst facilitates the given reaction. (1) Reactant: Cl[C:2]1[N:11]=[C:10]([N:12]2[CH2:19][CH:18]3[CH:14]([NH:15][CH2:16][CH2:17]3)[CH2:13]2)[C:9]2[C:4](=[N:5][CH:6]=[CH:7][N:8]=2)[CH:3]=1.[O:20]1[CH2:25][CH2:24][N:23]([C:26]2[CH:31]=[CH:30][C:29](B(O)O)=[CH:28][CH:27]=2)[CH2:22][CH2:21]1.C([O-])([O-])=O.[Cs+].[Cs+]. Product: [NH:15]1[CH2:16][CH2:17][CH:18]2[CH2:19][N:12]([C:10]3[C:9]4[C:4](=[N:5][CH:6]=[CH:7][N:8]=4)[CH:3]=[C:2]([C:29]4[CH:28]=[CH:27][C:26]([N:23]5[CH2:22][CH2:21][O:20][CH2:25][CH2:24]5)=[CH:31][CH:30]=4)[N:11]=3)[CH2:13][CH:14]12. The catalyst class is: 75. (2) Reactant: Br[CH2:2]/[CH:3]=[CH:4]/[C:5]([O:7][CH2:8][CH3:9])=[O:6].[C:10]([N:17]1[CH2:22][CH2:21][NH:20][CH2:19][CH2:18]1)([O:12][C:13]([CH3:16])([CH3:15])[CH3:14])=[O:11].C(N(CC)CC)C. Product: [CH2:8]([O:7][C:5](=[O:6])/[CH:4]=[CH:3]/[CH2:2][N:20]1[CH2:19][CH2:18][N:17]([C:10]([O:12][C:13]([CH3:16])([CH3:15])[CH3:14])=[O:11])[CH2:22][CH2:21]1)[CH3:9]. The catalyst class is: 1.